From a dataset of NCI-60 drug combinations with 297,098 pairs across 59 cell lines. Regression. Given two drug SMILES strings and cell line genomic features, predict the synergy score measuring deviation from expected non-interaction effect. Drug 1: C1=CC(=C2C(=C1NCCNCCO)C(=O)C3=C(C=CC(=C3C2=O)O)O)NCCNCCO. Drug 2: CN(C(=O)NC(C=O)C(C(C(CO)O)O)O)N=O. Cell line: HS 578T. Synergy scores: CSS=19.0, Synergy_ZIP=-2.26, Synergy_Bliss=-5.96, Synergy_Loewe=-18.2, Synergy_HSA=-4.53.